This data is from Choline transporter screen with 302,306 compounds. The task is: Binary Classification. Given a drug SMILES string, predict its activity (active/inactive) in a high-throughput screening assay against a specified biological target. (1) The result is 0 (inactive). The molecule is Brc1cc(NC(=O)NC(CCSC)C(O)=O)ccc1. (2) The compound is O=c1n(c2c(c(=O)n1c1ccc(cc1)CC)cccc2)CC(=O)NCc1occc1. The result is 0 (inactive). (3) The result is 0 (inactive). The drug is S(=O)(=O)(NC(C)(C)C)c1ccc(CCC(=O)NCc2occc2)cc1. (4) The molecule is O=C1N(c2cc([N+]([O-])=O)c(NC3CCN(CC3)Cc3ccccc3)cc2)C(=O)CC1. The result is 0 (inactive). (5) The compound is S(=O)(=O)(NCCCC(O)=O)c1ccc(NC(=O)CSc2[nH]c(=O)c3c(c(sc3n2)C(O)=O)C)cc1. The result is 0 (inactive). (6) The molecule is s1c(nnc1N)C(F)(F)F. The result is 0 (inactive).